This data is from NCI-60 drug combinations with 297,098 pairs across 59 cell lines. The task is: Regression. Given two drug SMILES strings and cell line genomic features, predict the synergy score measuring deviation from expected non-interaction effect. (1) Drug 1: CNC(=O)C1=NC=CC(=C1)OC2=CC=C(C=C2)NC(=O)NC3=CC(=C(C=C3)Cl)C(F)(F)F. Cell line: ACHN. Drug 2: CC1CCCC2(C(O2)CC(NC(=O)CC(C(C(=O)C(C1O)C)(C)C)O)C(=CC3=CSC(=N3)C)C)C. Synergy scores: CSS=34.9, Synergy_ZIP=2.22, Synergy_Bliss=0.697, Synergy_Loewe=-16.9, Synergy_HSA=-0.767. (2) Drug 1: C1=NC2=C(N1)C(=S)N=C(N2)N. Drug 2: C#CCC(CC1=CN=C2C(=N1)C(=NC(=N2)N)N)C3=CC=C(C=C3)C(=O)NC(CCC(=O)O)C(=O)O. Cell line: CCRF-CEM. Synergy scores: CSS=34.9, Synergy_ZIP=2.48, Synergy_Bliss=-1.63, Synergy_Loewe=-1.16, Synergy_HSA=-1.16.